This data is from Full USPTO retrosynthesis dataset with 1.9M reactions from patents (1976-2016). The task is: Predict the reactants needed to synthesize the given product. (1) Given the product [Cl:8][C:6]1[CH:7]=[C:2]([C:15]2[CH:14]=[CH:13][CH:12]=[C:11]([O:10][CH3:9])[CH:16]=2)[N:3]=[N:4][CH:5]=1, predict the reactants needed to synthesize it. The reactants are: Cl[C:2]1[N:3]=[N:4][CH:5]=[C:6]([Cl:8])[CH:7]=1.[CH3:9][O:10][C:11]1[CH:12]=[C:13](B(O)O)[CH:14]=[CH:15][CH:16]=1. (2) Given the product [C:18]1([CH:24]([C:48]2[CH:53]=[CH:52][CH:51]=[CH:50][CH:49]=2)[N:25]2[C:33]3[C:28](=[CH:29][C:30]([CH3:1])=[CH:31][CH:32]=3)[C:27]3([C:46]4[C:37](=[CH:38][C:39]5[O:44][CH2:43][CH2:42][O:41][C:40]=5[CH:45]=4)[O:36][CH2:35]3)[C:26]2=[O:47])[CH:23]=[CH:22][CH:21]=[CH:20][CH:19]=1, predict the reactants needed to synthesize it. The reactants are: [CH2:1](N(CC)CC)C.CN(C)C=O.C[Sn](C)(C)C.[C:18]1([CH:24]([C:48]2[CH:53]=[CH:52][CH:51]=[CH:50][CH:49]=2)[N:25]2[C:33]3[C:28](=[CH:29][C:30](Br)=[CH:31][CH:32]=3)[C:27]3([C:46]4[C:37](=[CH:38][C:39]5[O:44][CH2:43][CH2:42][O:41][C:40]=5[CH:45]=4)[O:36][CH2:35]3)[C:26]2=[O:47])[CH:23]=[CH:22][CH:21]=[CH:20][CH:19]=1. (3) Given the product [CH3:1][C:2]1[N:3]=[N:4][N:5]([CH3:38])[C:6]=1[C:7]1[CH:19]=[N:18][C:17]2[C:16]3[CH:15]=[CH:14][C:13]([C:20]([NH:23][S:40]([CH3:39])(=[O:42])=[O:41])([CH3:22])[CH3:21])=[C:12]([F:24])[C:11]=3[N:10]([C@@H:25]([CH:32]3[CH2:37][CH2:36][O:35][CH2:34][CH2:33]3)[C:26]3[CH:27]=[CH:28][CH:29]=[CH:30][CH:31]=3)[C:9]=2[CH:8]=1, predict the reactants needed to synthesize it. The reactants are: [CH3:1][C:2]1[N:3]=[N:4][N:5]([CH3:38])[C:6]=1[C:7]1[CH:19]=[N:18][C:17]2[C:16]3[CH:15]=[CH:14][C:13]([C:20]([NH2:23])([CH3:22])[CH3:21])=[C:12]([F:24])[C:11]=3[N:10]([C@@H:25]([CH:32]3[CH2:37][CH2:36][O:35][CH2:34][CH2:33]3)[C:26]3[CH:31]=[CH:30][CH:29]=[CH:28][CH:27]=3)[C:9]=2[CH:8]=1.[CH3:39][S:40](Cl)(=[O:42])=[O:41].C(N(CC)CC)C. (4) Given the product [O:29]1[CH2:30][CH2:31][CH:26]([CH2:25][C:18]2[C:19]([NH2:24])=[N:20][C:21]3[C:16]([CH:17]=2)=[CH:15][C:14]([S:13][C:9]2[CH:10]=[CH:11][CH:12]=[C:7]([CH2:2][NH:36][CH2:35][C:34]4[C:37]([CH3:42])=[CH:38][C:39]([CH3:41])=[CH:40][C:33]=4[CH3:32])[CH:8]=2)=[CH:23][CH:22]=3)[CH2:27][CH2:28]1, predict the reactants needed to synthesize it. The reactants are: O1CCCO[CH:2]1[C:7]1[CH:8]=[C:9]([S:13][C:14]2[CH:15]=[C:16]3[C:21](=[CH:22][CH:23]=2)[N:20]=[C:19]([NH2:24])[C:18]([CH2:25][CH:26]2[CH2:31][CH2:30][O:29][CH2:28][CH2:27]2)=[CH:17]3)[CH:10]=[CH:11][CH:12]=1.[CH3:32][C:33]1[CH:40]=[C:39]([CH3:41])[CH:38]=[C:37]([CH3:42])[C:34]=1[CH2:35][NH2:36].[OH-].[Na+].